The task is: Regression. Given a peptide amino acid sequence and an MHC pseudo amino acid sequence, predict their binding affinity value. This is MHC class II binding data.. This data is from Peptide-MHC class II binding affinity with 134,281 pairs from IEDB. (1) The binding affinity (normalized) is 0.257. The MHC is HLA-DPA10103-DPB10601 with pseudo-sequence HLA-DPA10103-DPB10601. The peptide sequence is AAATAGTCVYGAFAA. (2) The peptide sequence is ERIFKRFDTNGDGKI. The MHC is HLA-DQA10101-DQB10501 with pseudo-sequence HLA-DQA10101-DQB10501. The binding affinity (normalized) is 0.0350. (3) The MHC is HLA-DQA10501-DQB10402 with pseudo-sequence HLA-DQA10501-DQB10402. The binding affinity (normalized) is 0.208. The peptide sequence is LVVLSELPDFLAKKG. (4) The binding affinity (normalized) is 0. The peptide sequence is CYKLEHPVTGCGE. The MHC is DRB1_0701 with pseudo-sequence DRB1_0701. (5) The binding affinity (normalized) is 0.227. The MHC is DRB1_0701 with pseudo-sequence DRB1_0701. The peptide sequence is QGEPGAVIRGKKGAG. (6) The peptide sequence is YDKFLANVRTVLTGK. The MHC is DRB3_0202 with pseudo-sequence DRB3_0202. The binding affinity (normalized) is 0.682. (7) The peptide sequence is LKRLWKMLDPRQGLAHHHHHH. The MHC is DRB1_0901 with pseudo-sequence DRB1_0901. The binding affinity (normalized) is 0.484.